From a dataset of Forward reaction prediction with 1.9M reactions from USPTO patents (1976-2016). Predict the product of the given reaction. (1) Given the reactants [CH:1]1([CH2:5][CH2:6][CH2:7][NH:8][C:9]([C:11]2[N:12]=[N:13][C:14](Cl)=[CH:15][CH:16]=2)=[O:10])[CH2:4][CH2:3][CH2:2]1.[N:18]1([C:24]([C:26]2[CH:31]=[CH:30][CH:29]=[CH:28][C:27]=2[C:32]([F:35])([F:34])[F:33])=[O:25])[CH2:23][CH2:22][NH:21][CH2:20][CH2:19]1, predict the reaction product. The product is: [CH:1]1([CH2:5][CH2:6][CH2:7][NH:8][C:9]([C:11]2[N:12]=[N:13][C:14]([N:21]3[CH2:22][CH2:23][N:18]([C:24](=[O:25])[C:26]4[CH:31]=[CH:30][CH:29]=[CH:28][C:27]=4[C:32]([F:35])([F:33])[F:34])[CH2:19][CH2:20]3)=[CH:15][CH:16]=2)=[O:10])[CH2:4][CH2:3][CH2:2]1. (2) Given the reactants C[O:2][C:3]([C:5]1[N:6]=[N:7][C:8]([C:15]([N:17]2[CH2:22][CH2:21][CH2:20][CH2:19][CH2:18]2)=[O:16])=[CH:9][C:10]=1[CH2:11][CH:12]([CH3:14])[CH3:13])=O.O.[NH2:24][NH2:25], predict the reaction product. The product is: [CH2:11]([C:10]1[CH:9]=[C:8]([C:15]([N:17]2[CH2:22][CH2:21][CH2:20][CH2:19][CH2:18]2)=[O:16])[N:7]=[N:6][C:5]=1[C:3]([NH:24][NH2:25])=[O:2])[CH:12]([CH3:14])[CH3:13]. (3) Given the reactants [CH2:1]([C:8]1[O:12][C:11]([NH:13][C:14]2[C:15]([CH3:26])=[N:16][O:17][C:18]=2[C:19]2[CH:24]=[CH:23][C:22](Br)=[CH:21][CH:20]=2)=[N:10][N:9]=1)[C:2]1[CH:7]=[CH:6][CH:5]=[CH:4][CH:3]=1.[CH2:27]([O:29][C:30]([C:32]1([C:35]2[CH:40]=[CH:39][C:38](B3OC(C)(C)C(C)(C)O3)=[CH:37][CH:36]=2)[CH2:34][CH2:33]1)=[O:31])[CH3:28], predict the reaction product. The product is: [CH2:27]([O:29][C:30]([C:32]1([C:35]2[CH:40]=[CH:39][C:38]([C:22]3[CH:23]=[CH:24][C:19]([C:18]4[O:17][N:16]=[C:15]([CH3:26])[C:14]=4[NH:13][C:11]4[O:12][C:8]([CH2:1][C:2]5[CH:7]=[CH:6][CH:5]=[CH:4][CH:3]=5)=[N:9][N:10]=4)=[CH:20][CH:21]=3)=[CH:37][CH:36]=2)[CH2:33][CH2:34]1)=[O:31])[CH3:28].